Dataset: Catalyst prediction with 721,799 reactions and 888 catalyst types from USPTO. Task: Predict which catalyst facilitates the given reaction. Reactant: [OH:1][C:2]1[CH:3]=[C:4]([C:8]2[CH:9]=[C:10]([NH:14][C:15](=O)[C:16]3[CH:21]=[CH:20][C:19]([CH3:22])=[C:18]([O:23][CH3:24])[CH:17]=3)[CH:11]=[N:12][CH:13]=2)[CH:5]=[CH:6][CH:7]=1. Product: [CH3:24][O:23][C:18]1[CH:17]=[C:16]([CH:21]=[CH:20][C:19]=1[CH3:22])[CH2:15][NH:14][C:10]1[CH:9]=[C:8]([C:4]2[CH:3]=[C:2]([OH:1])[CH:7]=[CH:6][CH:5]=2)[CH:13]=[N:12][CH:11]=1. The catalyst class is: 1.